From a dataset of Forward reaction prediction with 1.9M reactions from USPTO patents (1976-2016). Predict the product of the given reaction. (1) Given the reactants N([O-])=O.[Na+].N[C:6]1[N:7]([C:17]2[C:26]3[C:21](=[CH:22][CH:23]=[CH:24][CH:25]=3)[C:20]([CH:27]3[CH2:29][CH2:28]3)=[CH:19][CH:18]=2)[C:8]([S:11][CH2:12][C:13]([O:15][CH3:16])=[O:14])=[N:9][N:10]=1.ClC(Cl)C(O)=O.ClCCl.C(Br)(Br)[Br:40], predict the reaction product. The product is: [Br:40][C:6]1[N:7]([C:17]2[C:26]3[C:21](=[CH:22][CH:23]=[CH:24][CH:25]=3)[C:20]([CH:27]3[CH2:29][CH2:28]3)=[CH:19][CH:18]=2)[C:8]([S:11][CH2:12][C:13]([O:15][CH3:16])=[O:14])=[N:9][N:10]=1. (2) Given the reactants [Br:1][C:2]1[C:3](=O)[NH:4][C:5](=[O:24])[N:6]([CH:23]=1)[C@@H:7]1[O:19][C@H:13]([CH:14]([C:16](=[O:18])[CH3:17])[OH:15])[C@@:11]([C:20](=[O:22])[CH3:21])([OH:12])[C@H:8]1[O:9][CH3:10].C1(P(C2C=CC=CC=2)C2C=CC=CC=2)C=CC=CC=1.[NH2:45][C:46]1[CH:51]=[CH:50][CH:49]=[CH:48][C:47]=1[OH:52].C1CCN2C(=NCCC2)CC1, predict the reaction product. The product is: [Br:1][C:2]1[C:3]([NH:45][C:46]2[CH:51]=[CH:50][CH:49]=[CH:48][C:47]=2[OH:52])=[N:4][C:5](=[O:24])[N:6]([CH:23]=1)[C@@H:7]1[O:19][C@H:13]([CH:14]([C:16](=[O:18])[CH3:17])[OH:15])[C@@:11]([C:20](=[O:22])[CH3:21])([OH:12])[C@H:8]1[O:9][CH3:10]. (3) Given the reactants Cl[C:2]1[N:11]=[CH:10][C:9]([Cl:12])=[CH:8][C:3]=1[C:4]([O:6][CH3:7])=[O:5].[F:13][C:14]([F:27])([F:26])[C:15]1[CH:16]=[C:17]([CH:23]=[CH:24][CH:25]=1)[O:18][CH:19]1[CH2:22][NH:21][CH2:20]1, predict the reaction product. The product is: [Cl:12][C:9]1[CH:10]=[N:11][C:2]([N:21]2[CH2:22][CH:19]([O:18][C:17]3[CH:23]=[CH:24][CH:25]=[C:15]([C:14]([F:13])([F:27])[F:26])[CH:16]=3)[CH2:20]2)=[C:3]([CH:8]=1)[C:4]([O:6][CH3:7])=[O:5]. (4) Given the reactants [NH2:1][C@@H:2]1[CH2:7][CH2:6][C@H:5]([NH:8][C:9](=[O:15])[O:10][C:11]([CH3:14])([CH3:13])[CH3:12])[CH2:4][CH2:3]1.Cl[C:17]1[N:22]=[CH:21][CH:20]=[CH:19][N:18]=1, predict the reaction product. The product is: [N:18]1[CH:19]=[CH:20][CH:21]=[N:22][C:17]=1[NH:1][C@@H:2]1[CH2:7][CH2:6][C@H:5]([NH:8][C:9](=[O:15])[O:10][C:11]([CH3:12])([CH3:14])[CH3:13])[CH2:4][CH2:3]1. (5) Given the reactants [CH:1]([C:3]1[CH:4]=[C:5]([CH:8]=[CH:9][CH:10]=1)[C:6]#[N:7])=O.[CH3:11][O:12][C:13]1[CH:14]=[C:15]([CH:17]=[CH:18][CH:19]=1)[NH2:16], predict the reaction product. The product is: [CH3:11][O:12][C:13]1[CH:14]=[C:15]([N:16]=[CH:1][C:3]2[CH:4]=[C:5]([CH:8]=[CH:9][CH:10]=2)[C:6]#[N:7])[CH:17]=[CH:18][CH:19]=1. (6) Given the reactants [CH2:1]([C:4]1([NH2:15])[CH:11]2[CH2:12][C:7]3([OH:14])[CH2:8][CH:9]([CH2:13][CH:5]1[CH2:6]3)[CH2:10]2)[CH:2]=[CH2:3], predict the reaction product. The product is: [CH2:1]([C:4]1([NH2:15])[CH:5]2[CH2:6][C:7]3([OH:14])[CH2:8][CH:9]([CH2:10][CH:11]1[CH2:12]3)[CH2:13]2)[CH2:2][CH3:3]. (7) Given the reactants [CH3:1][O:2][C:3]1[CH:4]=[C:5]2[C:10](=[CH:11][C:12]=1[O:13][CH3:14])[N:9]=[CH:8][CH:7]=[C:6]2[O:15][C:16]1[CH:22]=[CH:21][C:19]([NH2:20])=[CH:18][CH:17]=1.C(N(CC)CC)C.Cl[C:31](Cl)([O:33]C(=O)OC(Cl)(Cl)Cl)Cl.[CH3:42][O:43][C:44]1[CH:49]=[CH:48][C:47]([C@H:50]([NH2:52])[CH3:51])=[CH:46][CH:45]=1, predict the reaction product. The product is: [CH3:1][O:2][C:3]1[CH:4]=[C:5]2[C:10](=[CH:11][C:12]=1[O:13][CH3:14])[N:9]=[CH:8][CH:7]=[C:6]2[O:15][C:16]1[CH:22]=[CH:21][C:19]([NH:20][C:31]([NH:52][C@@H:50]([C:47]2[CH:48]=[CH:49][C:44]([O:43][CH3:42])=[CH:45][CH:46]=2)[CH3:51])=[O:33])=[CH:18][CH:17]=1. (8) Given the reactants [NH2:1][C:2]1[N:7]=[C:6]([N:8]2[CH:17]([CH3:18])[CH2:16][C:15]3[C:10](=[CH:11][C:12]([C:19]4[CH:20]=[C:21]([C:25](O)=[O:26])[N:22]([CH3:24])[CH:23]=4)=[CH:13][CH:14]=3)[CH2:9]2)[CH:5]=[C:4]([N:28]2[CH2:33][CH2:32][N:31]([CH3:34])[CH2:30][CH2:29]2)[N:3]=1.F[P-](F)(F)(F)(F)F.[N:42]1(O[P+](N(C)C)(N(C)C)N(C)C)[C:46]2C=CC=CC=2N=N1.CN.C1COCC1.C(N(CC)CC)C, predict the reaction product. The product is: [NH2:1][C:2]1[N:7]=[C:6]([N:8]2[CH:17]([CH3:18])[CH2:16][C:15]3[C:10](=[CH:11][C:12]([C:19]4[CH:20]=[C:21]([C:25]([NH:42][CH3:46])=[O:26])[N:22]([CH3:24])[CH:23]=4)=[CH:13][CH:14]=3)[CH2:9]2)[CH:5]=[C:4]([N:28]2[CH2:33][CH2:32][N:31]([CH3:34])[CH2:30][CH2:29]2)[N:3]=1. (9) Given the reactants F[C:2]1[CH:7]=[CH:6][CH:5]=[CH:4][C:3]=1[CH2:8][C:9](=[O:15])[C:10]([O:12][CH2:13][CH3:14])=[O:11].[C:16]1([C:16]2[CH:21]=[C:20]([CH:19]=[CH:18][CH:17]=2)CBr)[CH:21]=[CH:20][CH:19]=[CH:18][CH:17]=1.[Mg].C(OCC)(=O)C(OCC)=O, predict the reaction product. The product is: [C:16]1([C:7]2[CH:2]=[C:3]([CH2:8][C:9](=[O:15])[C:10]([O:12][CH2:13][CH3:14])=[O:11])[CH:4]=[CH:5][CH:6]=2)[CH:21]=[CH:20][CH:19]=[CH:18][CH:17]=1.